From a dataset of Full USPTO retrosynthesis dataset with 1.9M reactions from patents (1976-2016). Predict the reactants needed to synthesize the given product. (1) Given the product [C:32]([NH:1][C:2]1[CH:3]=[C:4]([CH:29]=[CH:30][CH:31]=1)[C:5]([NH:7][C:8]1[C:13]([CH3:14])=[CH:12][C:11]([C:15]([C:21]2[CH:26]=[CH:25][C:24]([F:27])=[CH:23][CH:22]=2)([OH:20])[C:16]([F:17])([F:18])[F:19])=[CH:10][C:9]=1[CH3:28])=[O:6])(=[O:39])[C:33]1[CH:38]=[CH:37][CH:36]=[CH:35][CH:34]=1, predict the reactants needed to synthesize it. The reactants are: [NH2:1][C:2]1[CH:3]=[C:4]([CH:29]=[CH:30][CH:31]=1)[C:5]([NH:7][C:8]1[C:13]([CH3:14])=[CH:12][C:11]([C:15]([C:21]2[CH:26]=[CH:25][C:24]([F:27])=[CH:23][CH:22]=2)([OH:20])[C:16]([F:19])([F:18])[F:17])=[CH:10][C:9]=1[CH3:28])=[O:6].[C:32](Cl)(=[O:39])[C:33]1[CH:38]=[CH:37][CH:36]=[CH:35][CH:34]=1.N1C=CC=CC=1. (2) The reactants are: [CH:1]1[C:6]([CH:7]=O)=[CH:5][C:4]2[O:9][CH2:10][O:11][C:3]=2[CH:2]=1.[CH3:12][C:13]([C:15]1[CH:20]=[C:19]([O:21][CH3:22])[C:18]([O:23][CH3:24])=[C:17]([O:25][CH3:26])[CH:16]=1)=[O:14].[OH-].[Na+]. Given the product [CH2:10]1[O:11][C:3]2[CH:2]=[CH:1][C:6](/[CH:7]=[CH:12]/[C:13]([C:15]3[CH:16]=[C:17]([O:25][CH3:26])[C:18]([O:23][CH3:24])=[C:19]([O:21][CH3:22])[CH:20]=3)=[O:14])=[CH:5][C:4]=2[O:9]1, predict the reactants needed to synthesize it. (3) Given the product [NH2:2][C:3]1[C:8]([NH2:9])=[CH:7][C:6]([C:12]2[CH:17]=[CH:16][C:15]([Cl:18])=[C:14]([Cl:19])[CH:13]=2)=[CH:5][N:4]=1, predict the reactants needed to synthesize it. The reactants are: C.[NH2:2][C:3]1[C:8]([N+:9]([O-])=O)=[CH:7][C:6]([C:12]2[CH:17]=[CH:16][C:15]([Cl:18])=[C:14]([Cl:19])[CH:13]=2)=[CH:5][N:4]=1.O.NN. (4) Given the product [C:33]([O:37][C:38]([N:40]1[CH2:44][CH2:43][CH2:42][CH:41]1[C:45]1[NH:49][C:48]([C:9]2[CH:10]=[CH:11][C:20]3[C:19]4[C:14](=[CH:15][C:16]([C:48]5[NH:49][C:45]([CH:41]6[CH2:42][CH2:43][CH2:44][N:40]6[C:51]([O:54][C:33]([CH3:36])([CH3:35])[CH3:34])=[O:52])=[N:46][CH:47]=5)=[CH:17][CH:18]=4)[CH2:13][CH2:12][C:21]=3[CH:22]=2)=[CH:47][N:46]=1)=[O:39])([CH3:36])([CH3:35])[CH3:34], predict the reactants needed to synthesize it. The reactants are: CC1(C)C(C)(C)OB([C:9]2[CH:22]=[CH:21][C:20]3[C:19]4[C:14](=[CH:15][C:16](B5OC(C)(C)C(C)(C)O5)=[CH:17][CH:18]=4)[CH2:13][CH2:12][C:11]=3[CH:10]=2)O1.[C:33]([O:37][C:38]([N:40]1[CH2:44][CH2:43][CH2:42][CH:41]1[C:45]1[NH:46][CH:47]=[C:48](Br)[N:49]=1)=[O:39])([CH3:36])([CH3:35])[CH3:34].[C:51]([O-:54])(O)=[O:52].[Na+]. (5) The reactants are: [N+:1]([C:4]1[CH:9]=[CH:8][C:7]([C:10]2([CH2:14][OH:15])[CH2:13][CH2:12][CH2:11]2)=[CH:6][CH:5]=1)([O-])=O.[H-].[Na+].[CH3:18]I. Given the product [CH3:18][O:15][CH2:14][C:10]1([C:7]2[CH:8]=[CH:9][C:4]([NH2:1])=[CH:5][CH:6]=2)[CH2:13][CH2:12][CH2:11]1, predict the reactants needed to synthesize it.